Regression. Given two drug SMILES strings and cell line genomic features, predict the synergy score measuring deviation from expected non-interaction effect. From a dataset of NCI-60 drug combinations with 297,098 pairs across 59 cell lines. (1) Drug 1: CC1=C2C(C(=O)C3(C(CC4C(C3C(C(C2(C)C)(CC1OC(=O)C(C(C5=CC=CC=C5)NC(=O)OC(C)(C)C)O)O)OC(=O)C6=CC=CC=C6)(CO4)OC(=O)C)OC)C)OC. Drug 2: CC(CN1CC(=O)NC(=O)C1)N2CC(=O)NC(=O)C2. Cell line: PC-3. Synergy scores: CSS=54.7, Synergy_ZIP=10.5, Synergy_Bliss=10.4, Synergy_Loewe=13.0, Synergy_HSA=14.7. (2) Drug 1: CC1=C2C(C(=O)C3(C(CC4C(C3C(C(C2(C)C)(CC1OC(=O)C(C(C5=CC=CC=C5)NC(=O)OC(C)(C)C)O)O)OC(=O)C6=CC=CC=C6)(CO4)OC(=O)C)O)C)O. Drug 2: C1=CC=C(C=C1)NC(=O)CCCCCCC(=O)NO. Cell line: HT29. Synergy scores: CSS=11.9, Synergy_ZIP=10.6, Synergy_Bliss=22.7, Synergy_Loewe=12.8, Synergy_HSA=15.3. (3) Drug 1: CC1=C(C=C(C=C1)NC2=NC=CC(=N2)N(C)C3=CC4=NN(C(=C4C=C3)C)C)S(=O)(=O)N.Cl. Drug 2: C1CN1P(=S)(N2CC2)N3CC3. Cell line: NCI-H322M. Synergy scores: CSS=2.33, Synergy_ZIP=3.57, Synergy_Bliss=6.51, Synergy_Loewe=2.03, Synergy_HSA=0.965.